Dataset: Catalyst prediction with 721,799 reactions and 888 catalyst types from USPTO. Task: Predict which catalyst facilitates the given reaction. (1) Reactant: [OH:1][CH:2]1[CH:8]([NH:9][C:10](=[O:17])[C:11]2[CH:16]=[CH:15][CH:14]=[CH:13][N:12]=2)[CH2:7][CH2:6][CH2:5][N:4]([C:18]([O:20][CH2:21][C:22]2[CH:27]=[CH:26][CH:25]=[CH:24][CH:23]=2)=[O:19])[CH2:3]1.CC(OI1(OC(C)=O)(OC(C)=O)OC(=O)C2C=CC=CC1=2)=O. Product: [O:1]=[C:2]1[CH:8]([NH:9][C:10](=[O:17])[C:11]2[CH:16]=[CH:15][CH:14]=[CH:13][N:12]=2)[CH2:7][CH2:6][CH2:5][N:4]([C:18]([O:20][CH2:21][C:22]2[CH:27]=[CH:26][CH:25]=[CH:24][CH:23]=2)=[O:19])[CH2:3]1. The catalyst class is: 2. (2) Reactant: [CH2:1]([O:8][C:9]1[CH:10]=[C:11]([CH:15]=[CH:16][C:17]=1[CH3:18])[C:12]([NH2:14])=O)[C:2]1[CH:7]=[CH:6][CH:5]=[CH:4][CH:3]=1.N1C=CN=C1.O=P(Cl)(Cl)Cl. Product: [CH2:1]([O:8][C:9]1[CH:10]=[C:11]([CH:15]=[CH:16][C:17]=1[CH3:18])[C:12]#[N:14])[C:2]1[CH:3]=[CH:4][CH:5]=[CH:6][CH:7]=1. The catalyst class is: 300. (3) Reactant: [Br:1]Br.[NH2:3][C:4]1[N:12]=[C:11]([CH:13]([OH:17])[CH2:14][CH2:15][CH3:16])[N:10]=[C:9]2[C:5]=1[N:6]=[CH:7][N:8]2[CH3:18].C([O-])(=O)C.S(S([O-])=O)([O-])(=O)=O.[Na+].[Na+].C([O-])([O-])=O.[Na+].[Na+]. Product: [NH2:3][C:4]1[N:12]=[C:11]([CH:13]([OH:17])[CH2:14][CH2:15][CH3:16])[N:10]=[C:9]2[C:5]=1[N:6]=[C:7]([Br:1])[N:8]2[CH3:18]. The catalyst class is: 92. (4) Reactant: C([N:8]1[CH2:13][CH2:12][CH:11]([N:14]2[CH2:19][C:18]3[CH:20]=[CH:21][CH:22]=[CH:23][C:17]=3[NH:16][S:15]2(=[O:25])=[O:24])[CH2:10][CH2:9]1)C1C=CC=CC=1. Product: [NH:8]1[CH2:9][CH2:10][CH:11]([N:14]2[CH2:19][C:18]3[CH:20]=[CH:21][CH:22]=[CH:23][C:17]=3[NH:16][S:15]2(=[O:25])=[O:24])[CH2:12][CH2:13]1. The catalyst class is: 19. (5) Reactant: [Si]([O:18][CH:19]1[CH2:22][N:21]([C:23]2[O:24][CH:25]=[C:26]([C:28]([N:30]3[CH2:35][CH2:34][O:33][CH2:32][CH2:31]3)=[O:29])[N:27]=2)[CH2:20]1)(C(C)(C)C)(C1C=CC=CC=1)C1C=CC=CC=1.[F-].C([N+](CCCC)(CCCC)CCCC)CCC. Product: [OH:18][CH:19]1[CH2:20][N:21]([C:23]2[O:24][CH:25]=[C:26]([C:28]([N:30]3[CH2:35][CH2:34][O:33][CH2:32][CH2:31]3)=[O:29])[N:27]=2)[CH2:22]1. The catalyst class is: 7. (6) Reactant: [NH2:1][C:2]1[CH:3]=[CH:4][C:5]([CH3:21])=[C:6]([CH:20]=1)[O:7][C:8]1[CH:9]=[C:10]2[C:15](=[CH:16][CH:17]=1)[N:14]=[CH:13][N:12]([CH3:18])[C:11]2=[O:19].[C:22]([C:24]([C:27]1[CH:28]=[C:29]([CH:33]=[CH:34][CH:35]=1)[C:30](O)=[O:31])([CH3:26])[CH3:25])#[N:23].C(N(C(C)C)CC)(C)C.CN(C(ON1N=NC2C=CC=NC1=2)=[N+](C)C)C.F[P-](F)(F)(F)(F)F. Product: [C:22]([C:24]([C:27]1[CH:28]=[C:29]([CH:33]=[CH:34][CH:35]=1)[C:30]([NH:1][C:2]1[CH:3]=[CH:4][C:5]([CH3:21])=[C:6]([O:7][C:8]2[CH:9]=[C:10]3[C:15](=[CH:16][CH:17]=2)[N:14]=[CH:13][N:12]([CH3:18])[C:11]3=[O:19])[CH:20]=1)=[O:31])([CH3:26])[CH3:25])#[N:23]. The catalyst class is: 3.